From a dataset of Forward reaction prediction with 1.9M reactions from USPTO patents (1976-2016). Predict the product of the given reaction. (1) Given the reactants [OH:1][C:2]1[CH:3]=[C:4]([CH:6]=[CH:7][C:8]=1[O:9][CH3:10])[NH2:5].[C:11]([C:13](=[C:17](SC)[S:18][CH3:19])[C:14]([NH2:16])=[O:15])#[N:12].C(OCCO)C, predict the reaction product. The product is: [C:11](/[C:13](=[C:17](\[NH:5][C:4]1[CH:6]=[CH:7][C:8]([O:9][CH3:10])=[C:2]([OH:1])[CH:3]=1)/[S:18][CH3:19])/[C:14]([NH2:16])=[O:15])#[N:12]. (2) Given the reactants Cl[C:2]1[C:11]2[C:6](=[CH:7][C:8]([Cl:12])=[CH:9][CH:10]=2)[CH:5]=[N:4][N:3]=1.C([Sn](CCCC)(CCCC)[C:18]([O:20][CH2:21][CH3:22])=[CH2:19])CCC, predict the reaction product. The product is: [Cl:12][C:8]1[CH:7]=[C:6]2[C:11](=[CH:10][CH:9]=1)[C:2]([C:18]([O:20][CH2:21][CH3:22])=[CH2:19])=[N:3][N:4]=[CH:5]2.